From a dataset of Reaction yield outcomes from USPTO patents with 853,638 reactions. Predict the reaction yield, written as a fraction of the theoretical maximum amount of product (1.0 means a 100% yield; for example, 0.34 means a 34% yield). (1) The yield is 0.710. The reactants are [ClH:1].C([N:9]1[CH2:14][CH2:13][CH:12]([N:15]([CH3:33])[CH2:16][CH2:17][N:18]([CH:20]2[CH2:25][CH2:24][N:23](CC3C=CC=CC=3)[CH2:22][CH2:21]2)[CH3:19])[CH2:11][CH2:10]1)C1C=CC=CC=1. The product is [ClH:1].[ClH:1].[ClH:1].[ClH:1].[NH:9]1[CH2:10][CH2:11][CH:12]([N:15]([CH3:33])[CH2:16][CH2:17][N:18]([CH:20]2[CH2:25][CH2:24][NH:23][CH2:22][CH2:21]2)[CH3:19])[CH2:13][CH2:14]1. The catalyst is [Pd].O.CO. (2) The reactants are [NH2:1][C:2]1[C:10]2[C:5](=[CH:6][N:7]=[CH:8][C:9]=2[O:11][C:12]2[CH:17]=[CH:16][C:15]([Cl:18])=[CH:14][CH:13]=2)[S:4][C:3]=1[C:19]([NH2:21])=[O:20].C(N(CC)CC)C.O.[O:30]1CCC[CH2:31]1. No catalyst specified. The product is [Cl:18][C:15]1[CH:14]=[CH:13][C:12]([O:11][C:9]2[C:10]3[C:2]4[NH:1][C:31](=[O:30])[NH:21][C:19](=[O:20])[C:3]=4[S:4][C:5]=3[CH:6]=[N:7][CH:8]=2)=[CH:17][CH:16]=1. The yield is 0.510. (3) The reactants are Br.Br[CH2:3][C:4]1[N:5]=[C:6]2[C:11](=[N:12][CH:13]=1)[N:10]=[C:9]([NH2:14])[N:8]=[C:7]2[NH2:15].[NH2:16][CH2:17][C:18]1[C:27]2[C:22](=[CH:23][CH:24]=[CH:25][CH:26]=2)[CH:21]=[CH:20][CH:19]=1.C(=O)(O)[O-]. The catalyst is CN(C)C(=O)C. The product is [C:18]1([CH2:17][NH:16][CH2:3][C:4]2[N:5]=[C:6]3[C:11](=[N:12][CH:13]=2)[N:10]=[C:9]([NH2:14])[N:8]=[C:7]3[NH2:15])[C:27]2[C:22](=[CH:23][CH:24]=[CH:25][CH:26]=2)[CH:21]=[CH:20][CH:19]=1. The yield is 0.150. (4) The reactants are [Br:1][C:2]1[CH:3]=[N:4][C:5](Cl)=[N:6][CH:7]=1.[NH:9]1[CH2:14][CH2:13][CH:12]([CH2:15][OH:16])[CH2:11][CH2:10]1. No catalyst specified. The product is [Br:1][C:2]1[CH:3]=[N:4][C:5]([N:9]2[CH2:14][CH2:13][CH:12]([CH2:15][OH:16])[CH2:11][CH2:10]2)=[N:6][CH:7]=1. The yield is 0.815. (5) The reactants are [OH:1][CH2:2][CH2:3][C@@H:4]1[NH:18][C:17](=[O:19])[N:16]([CH3:20])[CH2:15][CH2:14][CH2:13][CH2:12][CH:11]=[CH:10][C@H:9]2[C@@:7]([C:21]([O:23][CH2:24][CH3:25])=[O:22])([CH2:8]2)[NH:6][C:5]1=[O:26].[CH2:27]([N:34]1[CH:38]=[C:37]([C:39]2[CH:48]=[C:47](O)[C:46]3[C:41](=[C:42]([CH3:52])[C:43]([O:50][CH3:51])=[CH:44][CH:45]=3)[N:40]=2)[CH:36]=[N:35]1)[C:28]1[CH:33]=[CH:32][CH:31]=[CH:30][CH:29]=1.C(C1N=C(C2C=C(OCC[C@@H]3NC(=O)N(C)CCCCC=C[C@H]4[C@@](C(OCC)=O)(C4)NC3=O)C3C(=C(C)C(OC)=CC=3)N=2)SC=1)(C)C. The product is [CH3:51][O:50][C:43]1[C:42]([CH3:52])=[C:41]2[C:46]([C:47]([O:1][CH2:2][CH2:3][C@@H:4]3[NH:18][C:17](=[O:19])[N:16]([CH3:20])[CH2:15][CH2:14][CH2:13][CH2:12][CH:11]=[CH:10][C@H:9]4[C@@:7]([C:21]([O:23][CH2:24][CH3:25])=[O:22])([CH2:8]4)[NH:6][C:5]3=[O:26])=[CH:48][C:39]([C:37]3[CH:36]=[N:35][N:34]([CH2:27][C:28]4[CH:33]=[CH:32][CH:31]=[CH:30][CH:29]=4)[CH:38]=3)=[N:40]2)=[CH:45][CH:44]=1. The yield is 0.600. No catalyst specified.